This data is from Catalyst prediction with 721,799 reactions and 888 catalyst types from USPTO. The task is: Predict which catalyst facilitates the given reaction. (1) Reactant: [F:1][C:2]([F:15])([F:14])[C:3]1[CH:13]=[CH:12][C:6]([CH:7]=[CH:8][C:9](O)=[O:10])=[CH:5][CH:4]=1.C(Cl)[Cl:17].S(Cl)(Cl)=O. Product: [F:1][C:2]([F:15])([F:14])[C:3]1[CH:13]=[CH:12][C:6](/[CH:7]=[CH:8]/[C:9]([Cl:17])=[O:10])=[CH:5][CH:4]=1. The catalyst class is: 3. (2) Reactant: [NH2:1][C:2]1[N:10]=[CH:9][N:8]=[C:7]2[C:3]=1[N:4]=[CH:5][N:6]2[C@H:11]1[CH:18]2[C@H:14]([O:15]C(C)(C)[O:17]2)[C@@H:13]([CH2:21][S:22]([CH2:24][CH2:25][CH2:26][NH:27][C:28]([NH:30][C:31]2[CH:36]=[CH:35][C:34]([C:37]([CH3:40])([CH3:39])[CH3:38])=[CH:33][CH:32]=2)=[O:29])=[O:23])[O:12]1. Product: [NH2:1][C:2]1[N:10]=[CH:9][N:8]=[C:7]2[C:3]=1[N:4]=[CH:5][N:6]2[C@@H:11]1[O:12][C@H:13]([CH2:21][S:22]([CH2:24][CH2:25][CH2:26][NH:27][C:28]([NH:30][C:31]2[CH:32]=[CH:33][C:34]([C:37]([CH3:38])([CH3:39])[CH3:40])=[CH:35][CH:36]=2)=[O:29])=[O:23])[C@@H:14]([OH:15])[C@H:18]1[OH:17]. The catalyst class is: 484. (3) Reactant: [CH:1]1[C:13]2[CH:12]([CH2:14][O:15][C:16](=[O:33])[NH:17][CH:18]([CH:27]3[CH2:32][CH2:31][NH:30][CH2:29][CH2:28]3)[CH2:19][C:20]3[CH:25]=[CH:24][CH:23]=[C:22]([Cl:26])[CH:21]=3)[C:11]3[C:6](=[CH:7][CH:8]=[CH:9][CH:10]=3)[C:5]=2[CH:4]=[CH:3][CH:2]=1.Cl[C:35]1[N:40]=[CH:39][CH:38]=[CH:37][N:36]=1.C(N(CC)CC)C. Product: [CH:1]1[C:13]2[CH:12]([CH2:14][O:15][C:16](=[O:33])[NH:17][CH:18]([CH:27]3[CH2:32][CH2:31][N:30]([C:35]4[N:40]=[CH:39][CH:38]=[CH:37][N:36]=4)[CH2:29][CH2:28]3)[CH2:19][C:20]3[CH:25]=[CH:24][CH:23]=[C:22]([Cl:26])[CH:21]=3)[C:11]3[C:6](=[CH:7][CH:8]=[CH:9][CH:10]=3)[C:5]=2[CH:4]=[CH:3][CH:2]=1. The catalyst class is: 9.